Dataset: Forward reaction prediction with 1.9M reactions from USPTO patents (1976-2016). Task: Predict the product of the given reaction. (1) The product is: [CH:21]([S:18]([C:5]1[CH:4]=[CH:3][C:2]([NH2:1])=[CH:17][C:6]=1[CH2:7][NH:8][CH3:9])(=[O:19])=[O:20])([CH3:23])[CH3:22]. Given the reactants [NH2:1][C:2]1[CH:3]=[CH:4][C:5]([S:18]([CH:21]([CH3:23])[CH3:22])(=[O:20])=[O:19])=[C:6]([CH:17]=1)[CH2:7][N:8](C)[C:9](=O)OC(C)(C)C.Cl, predict the reaction product. (2) Given the reactants Br[CH2:2][C:3]1[CH:4]=[C:5]([S:10]([C:13]2[CH:14]=[C:15]([C:19]3[CH:24]=[CH:23][C:22]([C:25]([F:28])([F:27])[F:26])=[CH:21][CH:20]=3)[CH:16]=[CH:17][CH:18]=2)(=[O:12])=[O:11])[CH:6]=[C:7]([CH3:9])[CH:8]=1.[C-:29]#[N:30].[Na+], predict the reaction product. The product is: [CH3:9][C:7]1[CH:8]=[C:3]([CH2:2][C:29]#[N:30])[CH:4]=[C:5]([S:10]([C:13]2[CH:14]=[C:15]([C:19]3[CH:24]=[CH:23][C:22]([C:25]([F:28])([F:27])[F:26])=[CH:21][CH:20]=3)[CH:16]=[CH:17][CH:18]=2)(=[O:12])=[O:11])[CH:6]=1. (3) Given the reactants [Cl-].O[NH3+:3].[C:4](=[O:7])([O-])[OH:5].[Na+].CS(C)=O.[CH2:13]([C:15]1[N:16]([C:40]2[CH:45]=[CH:44][C:43]([O:46][CH:47]([CH3:49])[CH3:48])=[CH:42][CH:41]=2)[C:17](=[O:39])[C:18]([CH2:24][C:25]2[CH:30]=[CH:29][C:28]([C:31]3[C:32]([C:37]#[N:38])=[CH:33][CH:34]=[CH:35][CH:36]=3)=[CH:27][CH:26]=2)=[C:19]([CH2:21][CH2:22][CH3:23])[N:20]=1)[CH3:14], predict the reaction product. The product is: [CH2:13]([C:15]1[N:16]([C:40]2[CH:45]=[CH:44][C:43]([O:46][CH:47]([CH3:49])[CH3:48])=[CH:42][CH:41]=2)[C:17](=[O:39])[C:18]([CH2:24][C:25]2[CH:30]=[CH:29][C:28]([C:31]3[CH:36]=[CH:35][CH:34]=[CH:33][C:32]=3[C:37]3[NH:3][C:4](=[O:7])[O:5][N:38]=3)=[CH:27][CH:26]=2)=[C:19]([CH2:21][CH2:22][CH3:23])[N:20]=1)[CH3:14]. (4) Given the reactants Cl.[Cl:2][C:3]1[N:4]([C:12]2[CH:30]=[CH:29][C:15]([O:16][CH2:17][CH2:18][CH2:19][N:20]3[CH2:25][CH2:24][CH:23]([C:26]([OH:28])=O)[CH2:22][CH2:21]3)=[CH:14][CH:13]=2)[N:5]=[C:6]2[C:11]=1[CH:10]=[CH:9][CH:8]=[CH:7]2.[NH3:31], predict the reaction product. The product is: [Cl:2][C:3]1[N:4]([C:12]2[CH:30]=[CH:29][C:15]([O:16][CH2:17][CH2:18][CH2:19][N:20]3[CH2:21][CH2:22][CH:23]([C:26]([NH2:31])=[O:28])[CH2:24][CH2:25]3)=[CH:14][CH:13]=2)[N:5]=[C:6]2[C:11]=1[CH:10]=[CH:9][CH:8]=[CH:7]2. (5) Given the reactants Br[C:2]1[CH:3]=[C:4]([NH:10][C:11]2[CH:16]=[CH:15][C:14]([CH:17]3[CH2:20][N:19]([CH3:21])[CH2:18]3)=[CH:13]N=2)[C:5](=[O:9])[N:6]([CH3:8])[CH:7]=1.[C:22]([O:25][CH2:26][C:27]1[C:28]([N:42]2[CH2:54][CH2:53][N:45]3[C:46]4[CH2:47][CH2:48][CH2:49][CH2:50][C:51]=4[CH:52]=[C:44]3[C:43]2=[O:55])=[N:29][CH:30]=[CH:31][C:32]=1B1OC(C)(C)C(C)(C)O1)(=[O:24])[CH3:23].[O-]P([O-])([O-])=O.[K+].[K+].[K+].[C:64]([O-])(=O)C.[Na+], predict the reaction product. The product is: [C:22]([O:25][CH2:26][C:27]1[C:28]([N:42]2[CH2:54][CH2:53][N:45]3[C:46]4[CH2:47][CH2:48][CH2:49][CH2:50][C:51]=4[CH:52]=[C:44]3[C:43]2=[O:55])=[N:29][CH:30]=[CH:31][C:32]=1[C:2]1[CH:3]=[C:4]([NH:10][C:11]2[CH:64]=[CH:13][C:14]([CH:17]3[CH2:20][N:19]([CH3:21])[CH2:18]3)=[CH:15][CH:16]=2)[C:5](=[O:9])[N:6]([CH3:8])[CH:7]=1)(=[O:24])[CH3:23].